From a dataset of Catalyst prediction with 721,799 reactions and 888 catalyst types from USPTO. Predict which catalyst facilitates the given reaction. (1) Reactant: C[O:2][C:3](=O)[C:4]1[CH:9]=[C:8]([Br:10])[CH:7]=[N:6][CH:5]=1.[BH4-].[Na+]. Product: [Br:10][C:8]1[CH:9]=[C:4]([CH2:3][OH:2])[CH:5]=[N:6][CH:7]=1. The catalyst class is: 14. (2) Reactant: [C:1](O)([C:3](F)(F)F)=O.[CH3:8][C:9]1([CH3:29])[C:13]([CH3:15])([CH3:14])[O:12][B:11]([C:16]2[CH2:17][CH2:18][N:19]([C:22](OC(C)(C)C)=[O:23])[CH2:20][CH:21]=2)[O:10]1.CCN(CC)CC.C(Cl)(=O)CC. Product: [CH3:8][C:9]1([CH3:29])[C:13]([CH3:14])([CH3:15])[O:12][B:11]([C:16]2[CH2:17][CH2:18][N:19]([C:22](=[O:23])[CH2:1][CH3:3])[CH2:20][CH:21]=2)[O:10]1. The catalyst class is: 2. (3) Reactant: O=[CH:2][CH2:3][N:4]([CH2:10][CH:11]=[CH2:12])[C:5](=[O:9])[O:6][CH2:7][CH3:8].[C:13]1([C@H:19]([NH:21][CH2:22]C(O)=O)[CH3:20])[CH:18]=[CH:17][CH:16]=[CH:15][CH:14]=1. Product: [C:13]1([C@H:19]([N:21]2[C@@H:2]3[C@@H:11]([CH2:10][N:4]([C:5]([O:6][CH2:7][CH3:8])=[O:9])[CH2:3]3)[CH2:12][CH2:22]2)[CH3:20])[CH:18]=[CH:17][CH:16]=[CH:15][CH:14]=1. The catalyst class is: 11. (4) Reactant: [H-].[Na+].C([O:7][C:8](=[O:18])[CH2:9][CH:10]([CH2:14][CH:15]([CH3:17])[CH3:16])[C:11](O)=O)(C)(C)C.O. Product: [CH2:14]([CH:10]1[CH2:11][O:18][C:8](=[O:7])[CH2:9]1)[CH:15]([CH3:16])[CH3:17]. The catalyst class is: 1.